From a dataset of Forward reaction prediction with 1.9M reactions from USPTO patents (1976-2016). Predict the product of the given reaction. (1) Given the reactants COC1C=C(C=CC=1OC)C[NH:7][C:8]1[NH:9][C:10]([C:17]2[O:18][CH:19]=[CH:20][CH:21]=2)=[C:11]2[C:15]([N:16]=1)=[N:14][CH:13]=[N:12]2, predict the reaction product. The product is: [O:18]1[CH:19]=[CH:20][CH:21]=[C:17]1[C:10]1[NH:9][C:8]([NH2:7])=[N:16][C:15]2[C:11]=1[N:12]=[CH:13][N:14]=2. (2) Given the reactants Cl.Cl.Cl.Cl.[N:5]1[CH:10]=[CH:9][C:8]([CH2:11][C@H:12]([C:14]([N:16]2[CH2:21][CH2:20][N:19]([CH:22]3[CH2:27][CH2:26][N:25]([CH3:28])[CH2:24][CH2:23]3)[CH2:18][CH2:17]2)=[O:15])[NH2:13])=[CH:7][CH:6]=1.[Cl:29][C:30]1[CH:31]=[CH:32][C:33]2[CH:37]=[C:36]([C:38](O)=[O:39])[S:35][C:34]=2[CH:41]=1, predict the reaction product. The product is: [Cl:29][C:30]1[CH:31]=[CH:32][C:33]2[CH:37]=[C:36]([C:38]([NH:13][C@@H:12]([C:14]([N:16]3[CH2:21][CH2:20][N:19]([CH:22]4[CH2:27][CH2:26][N:25]([CH3:28])[CH2:24][CH2:23]4)[CH2:18][CH2:17]3)=[O:15])[CH2:11][C:8]3[CH:7]=[CH:6][N:5]=[CH:10][CH:9]=3)=[O:39])[S:35][C:34]=2[CH:41]=1. (3) Given the reactants [Cl:1][C:2]1[CH:7]=[CH:6][C:5]([CH:8]=[CH:9][C:10]2[O:11][CH:12]=[C:13]([CH2:15][OH:16])[N:14]=2)=[CH:4][CH:3]=1.Br[C:18]1[CH:23]=[N:22][C:21]([CH2:24][CH2:25][CH2:26][CH2:27][N:28]2[CH:32]=[N:31][CH:30]=[N:29]2)=[CH:20][N:19]=1.CC(C)([O-])C.[Na+].[NH4+].[Cl-], predict the reaction product. The product is: [Cl:1][C:2]1[CH:7]=[CH:6][C:5](/[CH:8]=[CH:9]/[C:10]2[O:11][CH:12]=[C:13]([CH2:15][O:16][C:18]3[CH:23]=[N:22][C:21]([CH2:24][CH2:25][CH2:26][CH2:27][N:28]4[CH:32]=[N:31][CH:30]=[N:29]4)=[CH:20][N:19]=3)[N:14]=2)=[CH:4][CH:3]=1.